This data is from Forward reaction prediction with 1.9M reactions from USPTO patents (1976-2016). The task is: Predict the product of the given reaction. (1) Given the reactants [Cl:1][C:2]1[CH:7]=[CH:6][C:5]([C:8]2[CH:9]=[C:10]([C:20]([OH:22])=O)[CH:11]=[N:12][C:13]=2[O:14][CH2:15][C:16]([F:19])([F:18])[F:17])=[CH:4][CH:3]=1.F[C:24](F)(F)[C:25]([OH:27])=O.C([SiH2]OC(C)(C)[CH:37]1[CH2:42][CH2:41][N:40]([NH2:43])[CH2:39][CH2:38]1)(C)(C)C, predict the reaction product. The product is: [Cl:1][C:2]1[CH:7]=[CH:6][C:5]([C:8]2[CH:9]=[C:10]([C:20]([NH:43][N:40]3[CH2:41][CH2:42][CH:37]([CH2:24][CH2:25][OH:27])[CH2:38][CH2:39]3)=[O:22])[CH:11]=[N:12][C:13]=2[O:14][CH2:15][C:16]([F:19])([F:18])[F:17])=[CH:4][CH:3]=1. (2) Given the reactants [CH:1]12[CH2:7][CH:4]([CH:5]=[CH:6]1)[CH2:3][CH:2]2[NH:8][C:9]([NH:11][NH2:12])=[S:10].[N+:13]([C:16]1[CH:23]=[CH:22][CH:21]=[CH:20][C:17]=1[CH:18]=O)([O-:15])=[O:14], predict the reaction product. The product is: [CH:1]12[CH2:7][CH:4]([CH:5]=[CH:6]1)[CH2:3][CH:2]2[NH:8][C:9](=[S:10])[NH:11][N:12]=[CH:18][C:17]1[CH:20]=[CH:21][CH:22]=[CH:23][C:16]=1[N+:13]([O-:15])=[O:14]. (3) Given the reactants [OH:1][CH2:2][C:3]1[CH:4]=[C:5]([CH2:11][OH:12])[CH:6]=[CH:7][C:8]=1[CH2:9][OH:10].[CH:13]([O-])([O-])[O:14][CH3:15].O.[O-2].[O-2].[O-2].O=[Si]=O.O=[Si]=O.O=[Si]=O.O=[Si]=O.[Al+3].[Al+3], predict the reaction product. The product is: [CH3:13][O:14][CH:15]1[O:1][CH2:2][C:3]2[CH:4]=[C:5]([CH2:11][OH:12])[CH:6]=[CH:7][C:8]=2[CH2:9][O:10]1. (4) Given the reactants I[C:2]1[CH:7]=[CH:6][N:5]=[C:4]([N:8]2[CH2:13][CH2:12][N:11]([CH2:14][C:15]3[CH:20]=[CH:19][CH:18]=[CH:17][CH:16]=3)[CH2:10][CH2:9]2)[C:3]=1[C:21]([O:23][CH:24]([CH3:26])[CH3:25])=[O:22].C(=O)([O-])[O-].[K+].[K+].C(O)CO.[C:37]1([SH:43])[CH:42]=[CH:41][CH:40]=[CH:39][CH:38]=1, predict the reaction product. The product is: [C:15]1([CH2:14][N:11]2[CH2:12][CH2:13][N:8]([C:4]3[C:3]([C:21]([O:23][CH:24]([CH3:26])[CH3:25])=[O:22])=[C:2]([S:43][C:37]4[CH:42]=[CH:41][CH:40]=[CH:39][CH:38]=4)[CH:7]=[CH:6][N:5]=3)[CH2:9][CH2:10]2)[CH:20]=[CH:19][CH:18]=[CH:17][CH:16]=1. (5) Given the reactants [OH-].[Na+].[CH3:3][C:4]1[CH:5]=[C:6]([C:17]2[CH:18]=[N:19][N:20]([CH:22]3[CH2:25][CH:24]([C:26]([O:28]C)=[O:27])[CH2:23]3)[CH:21]=2)[CH:7]=[C:8]([NH:10][C:11]2[N:16]=[CH:15][CH:14]=[CH:13][N:12]=2)[CH:9]=1.Cl, predict the reaction product. The product is: [CH3:3][C:4]1[CH:5]=[C:6]([C:17]2[CH:18]=[N:19][N:20]([CH:22]3[CH2:23][CH:24]([C:26]([OH:28])=[O:27])[CH2:25]3)[CH:21]=2)[CH:7]=[C:8]([NH:10][C:11]2[N:16]=[CH:15][CH:14]=[CH:13][N:12]=2)[CH:9]=1. (6) Given the reactants C[O:2][C:3]1[C:8]([NH2:9])=[CH:7][CH:6]=[CH:5][C:4]=1[C:10]1[CH:15]=[CH:14][C:13]([C:16]2[NH:17][CH2:18][CH2:19][N:20]=2)=[CH:12][CH:11]=1.B(Br)(Br)Br, predict the reaction product. The product is: [OH:2][C:3]1[C:8]([NH2:9])=[CH:7][CH:6]=[CH:5][C:4]=1[C:10]1[CH:11]=[CH:12][C:13]([N:20]2[CH2:19][CH2:18][N:17]=[CH:16]2)=[CH:14][CH:15]=1.[OH:2][C:3]1[C:8]([NH2:9])=[CH:7][CH:6]=[CH:5][C:4]=1[C:10]1[CH:11]=[CH:12][C:13]([C:16]2[NH:20][CH2:19][CH2:18][N:17]=2)=[CH:14][CH:15]=1. (7) Given the reactants [CH2:1]([N:4]1[CH2:8][CH2:7][CH2:6][CH2:5]1)[C:2]#[CH:3].C(NC(C)C)(C)C.I[C:17]1[CH:22]=[CH:21][C:20](/[C:23](/[C:40]2[CH:45]=[CH:44][C:43]([C:46]([F:49])([F:48])[F:47])=[CH:42][CH:41]=2)=[CH:24]\[CH2:25][O:26][C:27]2[CH:38]=[CH:37][C:30]([O:31][CH2:32][C:33]([O:35][CH3:36])=[O:34])=[C:29]([CH3:39])[CH:28]=2)=[CH:19][CH:18]=1, predict the reaction product. The product is: [CH3:39][C:29]1[CH:28]=[C:27]([O:26][CH2:25]/[CH:24]=[C:23](\[C:20]2[CH:19]=[CH:18][C:17]([C:3]#[C:2][CH2:1][N:4]3[CH2:8][CH2:7][CH2:6][CH2:5]3)=[CH:22][CH:21]=2)/[C:40]2[CH:45]=[CH:44][C:43]([C:46]([F:49])([F:48])[F:47])=[CH:42][CH:41]=2)[CH:38]=[CH:37][C:30]=1[O:31][CH2:32][C:33]([O:35][CH3:36])=[O:34]. (8) Given the reactants [CH2:1]([O:3][C:4]1[CH:5]=[C:6]([CH:26]=[CH:27][CH:28]=1)[CH2:7][C:8]1[C:17]2[C:12](=[CH:13][C:14]([O:20][CH2:21][CH2:22][Br:23])=[C:15]([O:18][CH3:19])[CH:16]=2)[C:11]([CH:24]=[O:25])=[CH:10][N:9]=1)[CH3:2].[Se](=O)=[O:30].C(OCC)(=O)C.CCCCCC, predict the reaction product. The product is: [CH2:1]([O:3][C:4]1[CH:5]=[C:6]([CH:26]=[CH:27][CH:28]=1)[C:7]([C:8]1[C:17]2[C:12](=[CH:13][C:14]([O:20][CH2:21][CH2:22][Br:23])=[C:15]([O:18][CH3:19])[CH:16]=2)[C:11]([CH:24]=[O:25])=[CH:10][N:9]=1)=[O:30])[CH3:2]. (9) Given the reactants [CH3:1][NH2:2].CO.[CH:5]([C:7]1[NH:8][C:9]2[C:14]([C:15]=1[C:16]#[N:17])=[CH:13][CH:12]=[CH:11][CH:10]=2)=O.[BH4-].[Na+], predict the reaction product. The product is: [CH3:1][NH:2][CH2:5][C:7]1[NH:8][C:9]2[C:14]([C:15]=1[C:16]#[N:17])=[CH:13][CH:12]=[CH:11][CH:10]=2.